This data is from Reaction yield outcomes from USPTO patents with 853,638 reactions. The task is: Predict the reaction yield, written as a fraction of the theoretical maximum amount of product (1.0 means a 100% yield; for example, 0.34 means a 34% yield). (1) The reactants are [CH:1]1([C@H:4]2[CH2:9][N:8]([C:10]3[C:15]([N+:16]([O-:18])=[O:17])=[CH:14][N:13]=[C:12]4[CH2:19][CH2:20][CH2:21][C:11]=34)[CH2:7][C@@H:6]([NH:22][C:23](=[O:29])[O:24][C:25]([CH3:28])([CH3:27])[CH3:26])[C@@H:5]2[OH:30])[CH2:3][CH2:2]1.C1C=C(Cl)C=C(C(OO)=[O:39])C=1.[O-]S([O-])(=S)=O.[Na+].[Na+].[OH-].[Na+]. The catalyst is C(Cl)Cl.O. The product is [CH:1]1([C@H:4]2[CH2:9][N:8]([C:10]3[C:15]([N+:16]([O-:18])=[O:17])=[CH:14][N+:13]([O-:39])=[C:12]4[CH2:19][CH2:20][CH2:21][C:11]=34)[CH2:7][C@@H:6]([NH:22][C:23](=[O:29])[O:24][C:25]([CH3:27])([CH3:26])[CH3:28])[C@@H:5]2[OH:30])[CH2:3][CH2:2]1. The yield is 0.430. (2) The reactants are [NH:1]1[C:9]2[CH2:8][CH2:7][C@H:6]([C:10]([OH:12])=O)[CH2:5][C:4]=2[CH:3]=[N:2]1.CN(C(ON1N=NC2C=CC=NC1=2)=[N+](C)C)C.F[P-](F)(F)(F)(F)F.[NH2:37][C@H:38]([CH3:62])[C:39]([NH:41][C@@H:42]([CH2:53][C:54]1[CH:59]=[CH:58][C:57]([O:60][CH3:61])=[CH:56][CH:55]=1)[C:43]([O:45][CH2:46][C:47]1[CH:52]=[CH:51][CH:50]=[CH:49][CH:48]=1)=[O:44])=[O:40].CCN(C(C)C)C(C)C.C(=O)(O)[O-].[Na+]. The catalyst is CN(C=O)C. The product is [CH3:61][O:60][C:57]1[CH:56]=[CH:55][C:54]([CH2:53][C@H:42]([NH:41][C:39](=[O:40])[C@H:38]([NH:37][C:10]([C@@H:6]2[CH2:7][CH2:8][C:9]3[NH:1][N:2]=[CH:3][C:4]=3[CH2:5]2)=[O:12])[CH3:62])[C:43]([O:45][CH2:46][C:47]2[CH:48]=[CH:49][CH:50]=[CH:51][CH:52]=2)=[O:44])=[CH:59][CH:58]=1. The yield is 0.940. (3) The reactants are F[C:2]1[CH:7]=[CH:6][C:5]([C:8](=[O:23])[CH2:9][C:10]2[CH:15]=[C:14]([C:16]3[S:17][CH:18]=[CH:19][CH:20]=3)[CH:13]=[CH:12][C:11]=2[O:21][CH3:22])=[CH:4][CH:3]=1.[NH:24]1[CH2:28][CH2:27][CH2:26][CH2:25]1.C(=O)([O-])[O-].[Na+].[Na+]. The catalyst is CN(C=O)C. The product is [CH3:22][O:21][C:11]1[CH:12]=[CH:13][C:14]([C:16]2[S:17][CH:18]=[CH:19][CH:20]=2)=[CH:15][C:10]=1[CH2:9][C:8]([C:5]1[CH:6]=[CH:7][C:2]([N:24]2[CH2:28][CH2:27][CH2:26][CH2:25]2)=[CH:3][CH:4]=1)=[O:23]. The yield is 0.130. (4) The reactants are [Cl-].O[NH3+:3].[C:4](=[O:7])([O-])[OH:5].[Na+].CS(C)=O.[CH2:13]([C:17]1[N:18]=[C:19]([CH2:47][CH3:48])[N:20]([C:39]2[CH:44]=[CH:43][C:42]([O:45][CH3:46])=[CH:41][CH:40]=2)[C:21](=[O:38])[C:22]=1[CH2:23][C:24]1[CH:29]=[CH:28][C:27]([C:30]2[C:31]([C:36]#[N:37])=[CH:32][CH:33]=[CH:34][CH:35]=2)=[CH:26][CH:25]=1)[CH2:14][CH2:15][CH3:16]. The catalyst is C(OCC)(=O)C. The product is [CH2:13]([C:17]1[N:18]=[C:19]([CH2:47][CH3:48])[N:20]([C:39]2[CH:40]=[CH:41][C:42]([O:45][CH3:46])=[CH:43][CH:44]=2)[C:21](=[O:38])[C:22]=1[CH2:23][C:24]1[CH:25]=[CH:26][C:27]([C:30]2[CH:35]=[CH:34][CH:33]=[CH:32][C:31]=2[C:36]2[NH:3][C:4](=[O:7])[O:5][N:37]=2)=[CH:28][CH:29]=1)[CH2:14][CH2:15][CH3:16]. The yield is 0.700. (5) The reactants are [CH2:1]([C:4]1[C:8]([CH2:9][CH2:10][CH2:11][OH:12])=[CH:7][N:6]([C:13]2[CH:18]=[CH:17][C:16]([C:19]([F:22])([F:21])[F:20])=[CH:15][N:14]=2)[N:5]=1)[CH2:2][CH3:3].O[C:24]1[N:28]([CH3:29])[N:27]=[CH:26][C:25]=1[CH2:30][C:31]([O:33]CC)=[O:32].C(P(CCCC)CCCC)CCC.N(C(N1CCCCC1)=O)=NC(N1CCCCC1)=O. The catalyst is O1CCCC1. The product is [CH3:29][N:28]1[C:24]([O:12][CH2:11][CH2:10][CH2:9][C:8]2[C:4]([CH2:1][CH2:2][CH3:3])=[N:5][N:6]([C:13]3[CH:18]=[CH:17][C:16]([C:19]([F:21])([F:20])[F:22])=[CH:15][N:14]=3)[CH:7]=2)=[C:25]([CH2:30][C:31]([OH:33])=[O:32])[CH:26]=[N:27]1. The yield is 0.420. (6) The reactants are CC1(C)C2CCC1(CS(O)(=O)=O)C(=O)C2.[NH:16]1[CH2:20][CH2:19][C:18]2([C:24]3[CH:25]=[CH:26][CH:27]=[CH:28][C:23]=3[C:22](=[O:29])[O:21]2)[CH2:17]1.[Br:30][C:31]1[CH:36]=[CH:35][C:34]([CH:37]([OH:41])[C:38](O)=[O:39])=[C:33]([F:42])[CH:32]=1.F[P-](F)(F)(F)(F)F.N1(O[P+](N(C)C)(N(C)C)N(C)C)C2C=CC=CC=2N=N1.C(N(CC)C(C)C)(C)C. The catalyst is CN(C)C=O.O. The product is [Br:30][C:31]1[CH:36]=[CH:35][C:34]([CH:37]([OH:41])[C:38]([N:16]2[CH2:20][CH2:19][C:18]3([C:24]4[CH:25]=[CH:26][CH:27]=[CH:28][C:23]=4[C:22](=[O:29])[O:21]3)[CH2:17]2)=[O:39])=[C:33]([F:42])[CH:32]=1. The yield is 0.853. (7) The reactants are [F:1][C:2]([F:18])([F:17])[C:3]1[CH:4]=[CH:5][C:6]([C:9]2[CH:16]=[CH:15][C:12]([CH:13]=O)=[CH:11][CH:10]=2)=[N:7][CH:8]=1.[CH3:19][C:20]([S@@:23]([NH2:25])=[O:24])([CH3:22])[CH3:21]. The catalyst is [O-]CC.[Ti+4].[O-]CC.[O-]CC.[O-]CC. The product is [CH3:19][C:20]([S@@:23](/[N:25]=[CH:13]/[C:12]1[CH:15]=[CH:16][C:9]([C:6]2[CH:5]=[CH:4][C:3]([C:2]([F:18])([F:17])[F:1])=[CH:8][N:7]=2)=[CH:10][CH:11]=1)=[O:24])([CH3:22])[CH3:21]. The yield is 0.810. (8) The reactants are O=P(Cl)(Cl)[Cl:3].C([N:8]([CH2:15][CH3:16])[C:9]1[CH:14]=[CH:13][CH:12]=[CH:11][CH:10]=1)C.N1C2C(=CC=CC=2)CC1=O.O. The catalyst is C1(C)C=CC=CC=1. The product is [Cl:3][C:15]1[NH:8][C:9]2[C:10]([CH:16]=1)=[CH:11][CH:12]=[CH:13][CH:14]=2. The yield is 0.930. (9) The reactants are [C:1]([O:5][C:6]([N:8]1[CH2:12][C@H:11]([OH:13])[CH2:10][C@H:9]1[C:14]([OH:16])=O)=[O:7])([CH3:4])([CH3:3])[CH3:2].[Br:17][C:18]1[CH:23]=[CH:22][C:21]([CH2:24][NH2:25])=[CH:20][CH:19]=1.CCN(C(C)C)C(C)C.CN(C(ON1N=NC2C=CC=NC1=2)=[N+](C)C)C.F[P-](F)(F)(F)(F)F. The catalyst is CN(C=O)C. The product is [Br:17][C:18]1[CH:23]=[CH:22][C:21]([CH2:24][NH:25][C:14]([C@@H:9]2[CH2:10][C@@H:11]([OH:13])[CH2:12][N:8]2[C:6]([O:5][C:1]([CH3:2])([CH3:3])[CH3:4])=[O:7])=[O:16])=[CH:20][CH:19]=1. The yield is 0.940.